Dataset: Catalyst prediction with 721,799 reactions and 888 catalyst types from USPTO. Task: Predict which catalyst facilitates the given reaction. (1) Product: [F:22][CH:9]1[C:4](=[O:3])[CH2:5][CH2:6][N:7]([C:10]2[CH:15]=[CH:14][C:13]([N+:16]([O-:18])=[O:17])=[CH:12][CH:11]=2)[CH2:8]1. Reactant: C[Si](C)(C)[O:3][CH:4]1[CH2:9][CH2:8][N:7]([C:10]2[CH:15]=[CH:14][C:13]([N+:16]([O-:18])=[O:17])=[CH:12][CH:11]=2)[CH2:6][CH2:5]1.[B-](F)(F)(F)[F:22].[B-](F)(F)(F)F.C1[N+]2(CCl)CC[N+](F)(CC2)C1. The catalyst class is: 10. (2) Reactant: [CH3:1][O:2][CH2:3][C:4]1[CH:5]=[C:6]([CH:10]=[CH:11][CH:12]=1)[C:7](O)=[O:8].S(Cl)([Cl:15])=O. Product: [CH3:1][O:2][CH2:3][C:4]1[CH:5]=[C:6]([CH:10]=[CH:11][CH:12]=1)[C:7]([Cl:15])=[O:8]. The catalyst class is: 59. (3) Reactant: [F:1][C:2]1[CH:9]=[C:8]([S:10][CH3:11])[CH:7]=[CH:6][C:3]=1[C:4]#[N:5].N.[H][H]. Product: [F:1][C:2]1[CH:9]=[C:8]([S:10][CH3:11])[CH:7]=[CH:6][C:3]=1[CH2:4][NH2:5]. The catalyst class is: 94. (4) Reactant: Cl[C:2]1[CH:7]=[CH:6][N:5]=[C:4]([C:8]#[N:9])[CH:3]=1.C(=O)([O-])[O-].[K+].[K+].[F:16][C:17]([F:30])([F:29])[C:18]1[CH:23]=[C:22]([O:24][CH3:25])[CH:21]=[CH:20][C:19]=1B(O)O.[Cl-].[NH4+]. Product: [F:16][C:17]([F:29])([F:30])[C:18]1[CH:23]=[C:22]([O:24][CH3:25])[CH:21]=[CH:20][C:19]=1[C:2]1[CH:7]=[CH:6][N:5]=[C:4]([C:8]#[N:9])[CH:3]=1. The catalyst class is: 12. (5) Reactant: [NH2:1][C@@H:2]([CH2:28][C:29]1[CH:34]=[C:33]([F:35])[CH:32]=[C:31]([F:36])[CH:30]=1)[C@@H:3]([C@H:12]1[CH2:16][C@@H:15]([O:17][CH2:18][CH2:19][CH3:20])[CH2:14][N:13]1C(OC(C)(C)C)=O)[O:4][Si](C(C)(C)C)(C)C.[Si](O[C@H]([C@H]1C[C@@H](OCCC)CN1C(OC(C)(C)C)=O)[C@@H:46]([NH:56][C:57](=[O:67])[C:58]1[CH:63]=[CH:62][CH:61]=[C:60]([C:64](=[O:66])N)[CH:59]=1)[CH2:47][C:48]1C=C(F)C=C(F)C=1)(C(C)(C)C)(C)C.[C:84](OC(N1C[C@H](OCCC)C[C@@H]1[C@@H](O[Si](C(C)(C)C)(C)C)[C@@H](NC(C1C=C(C=CC=1)C(O)=O)=O)CC1C=C(F)C=C(F)C=1)=O)(C)(C)C.CCN(C(C)C)C(C)C.CN(C(ON1N=NC2C=CC=NC1=2)=[N+](C)C)C.F[P-](F)(F)(F)(F)F.CNCCC. Product: [F:35][C:33]1[CH:34]=[C:29]([CH2:28][C@H:2]([NH:1][C:64](=[O:66])[C:60]2[CH:61]=[CH:62][CH:63]=[C:58]([C:57]([N:56]([CH3:84])[CH2:46][CH2:47][CH3:48])=[O:67])[CH:59]=2)[C@H:3]([OH:4])[C@H:12]2[CH2:16][C@@H:15]([O:17][CH2:18][CH2:19][CH3:20])[CH2:14][NH:13]2)[CH:30]=[C:31]([F:36])[CH:32]=1. The catalyst class is: 96. (6) Reactant: [CH3:1][O:2][C:3]1[CH:4]=[C:5]2[C:9](=[CH:10][CH:11]=1)[N:8]([CH3:12])[CH:7]=[C:6]2[C:13]1[N:28](S(C2C=CC(C)=CC=2)(=O)=O)[C:16]2[N:17]=[CH:18][CH:19]=[C:20]([C:21]([O:23]C(C)(C)C)=[O:22])[C:15]=2[CH:14]=1.[OH-].[K+]. Product: [CH3:1][O:2][C:3]1[CH:4]=[C:5]2[C:9](=[CH:10][CH:11]=1)[N:8]([CH3:12])[CH:7]=[C:6]2[C:13]1[NH:28][C:16]2[N:17]=[CH:18][CH:19]=[C:20]([C:21]([OH:23])=[O:22])[C:15]=2[CH:14]=1. The catalyst class is: 5. (7) Reactant: [CH2:1]([O:5][C:6]1[C:15]2[C:10](=[CH:11][CH:12]=[C:13](C(O)=O)[CH:14]=2)[C:9](=[O:19])[N:8]([CH2:20][CH:21]([CH3:23])[CH3:22])[C:7]=1[CH2:24][NH:25][C:26]([O:28][C:29]([CH3:32])([CH3:31])[CH3:30])=[O:27])[CH2:2][CH2:3][CH3:4].C1(P(N=[N+]=[N-])(C2C=CC=CC=2)=[O:40])C=CC=CC=1.C([N:52]([CH2:55]C)CC)C.[C:57]1(CO)[C:69]2[CH2:68][C:67]3[C:62](=[CH:63][CH:64]=[CH:65][CH:66]=3)[C:61]=2[CH:60]=[CH:59][CH:58]=1.CN(C)[CH:74]=[O:75]. Product: [CH2:1]([O:5][C:6]1[C:15]2[C:10](=[CH:11][CH:12]=[C:13]([NH:52][C:55](=[O:40])[O:75][CH2:74][CH:68]3[C:67]4[CH:66]=[CH:65][CH:64]=[CH:63][C:62]=4[C:61]4[C:69]3=[CH:57][CH:58]=[CH:59][CH:60]=4)[CH:14]=2)[C:9](=[O:19])[N:8]([CH2:20][CH:21]([CH3:22])[CH3:23])[C:7]=1[CH2:24][NH:25][C:26]([O:28][C:29]([CH3:30])([CH3:31])[CH3:32])=[O:27])[CH2:2][CH2:3][CH3:4]. The catalyst class is: 6.